Dataset: Catalyst prediction with 721,799 reactions and 888 catalyst types from USPTO. Task: Predict which catalyst facilitates the given reaction. (1) Reactant: [NH2:1][C:2]1[C:7]([O:8][C:9]2[CH:10]=[C:11]([CH:17]=[CH:18][C:19]=2[Cl:20])[C:12]([O:14][CH2:15][CH3:16])=[O:13])=[CH:6][C:5]([Br:21])=[CH:4][N:3]=1.[C:22]([N:30]=[C:31]=[S:32])(=[O:29])[C:23]1[CH:28]=[CH:27][CH:26]=[CH:25][CH:24]=1. Product: [C:22]([NH:30][C:31](=[S:32])[NH:1][C:2]1[C:7]([O:8][C:9]2[CH:10]=[C:11]([CH:17]=[CH:18][C:19]=2[Cl:20])[C:12]([O:14][CH2:15][CH3:16])=[O:13])=[CH:6][C:5]([Br:21])=[CH:4][N:3]=1)(=[O:29])[C:23]1[CH:28]=[CH:27][CH:26]=[CH:25][CH:24]=1. The catalyst class is: 1. (2) Reactant: [CH3:1][C@H:2]1[NH:7][CH2:6][CH2:5][N:4]([C:8]([C:10]2[N:14]=[CH:13][N:12]([C:15]3[CH:16]=[C:17]([CH3:21])[CH:18]=[CH:19][CH:20]=3)[N:11]=2)=[O:9])[CH2:3]1.[CH3:22][O:23][C:24]1[N:29]=[C:28]([C:30](O)=[O:31])[CH:27]=[CH:26][CH:25]=1.CN(C(ON1N=NC2C=CC=CC1=2)=[N+](C)C)C.[B-](F)(F)(F)F.CCN(C(C)C)C(C)C. Product: [CH3:22][O:23][C:24]1[N:29]=[C:28]([C:30]([N:7]2[CH2:6][CH2:5][N:4]([C:8]([C:10]3[N:14]=[CH:13][N:12]([C:15]4[CH:16]=[C:17]([CH3:21])[CH:18]=[CH:19][CH:20]=4)[N:11]=3)=[O:9])[CH2:3][C@H:2]2[CH3:1])=[O:31])[CH:27]=[CH:26][CH:25]=1. The catalyst class is: 3.